From a dataset of Forward reaction prediction with 1.9M reactions from USPTO patents (1976-2016). Predict the product of the given reaction. (1) The product is: [Cl:1][C:2]1[CH:3]=[CH:4][C:5]([C:8]2[O:16][C:15]3[CH:14]=[CH:13][N:12]([C:23]4[CH:22]=[CH:21][C:20]([O:19][CH3:18])=[C:25]([O:26][CH3:27])[CH:24]=4)[C:11](=[O:17])[C:10]=3[CH:9]=2)=[CH:6][CH:7]=1. Given the reactants [Cl:1][C:2]1[CH:7]=[CH:6][C:5]([C:8]2[O:16][C:15]3[CH:14]=[CH:13][NH:12][C:11](=[O:17])[C:10]=3[CH:9]=2)=[CH:4][CH:3]=1.[CH3:18][O:19][C:20]1[CH:21]=[C:22](B(O)O)[CH:23]=[CH:24][C:25]=1[O:26][CH3:27].N1C=CC=CC=1, predict the reaction product. (2) The product is: [ClH:31].[CH3:1][C:2]1[C:3]([N:9]2[CH2:14][CH2:13][N:12]([C:15]([C:17]3[CH:22]=[CH:21][C:20]([N:23]4[C@H:27]([CH3:28])[CH2:26][CH2:25][S:24]4(=[O:30])=[O:29])=[CH:19][CH:18]=3)=[O:16])[CH2:11][CH2:10]2)=[N:4][CH:5]=[C:6]([CH3:8])[CH:7]=1. Given the reactants [CH3:1][C:2]1[C:3]([N:9]2[CH2:14][CH2:13][N:12]([C:15]([C:17]3[CH:22]=[CH:21][C:20]([N:23]4[C@H:27]([CH3:28])[CH2:26][CH2:25][S:24]4(=[O:30])=[O:29])=[CH:19][CH:18]=3)=[O:16])[CH2:11][CH2:10]2)=[N:4][CH:5]=[C:6]([CH3:8])[CH:7]=1.[ClH:31].C(OCC)(=O)C, predict the reaction product. (3) Given the reactants [Br:1][C:2]1[CH:3]=[C:4]([CH2:7][NH2:8])[S:5][CH:6]=1.[F:9][C:10]1[CH:11]=[C:12]([CH:24]=[CH:25][C:26]=1[F:27])[CH2:13][N:14]1[CH:19]=[CH:18][CH:17]=[C:16]([C:20](O)=[O:21])[C:15]1=[O:23].F[P-](F)(F)(F)(F)F.C[N+](C)=C(N(C)C)ON1C2N=CC=CC=2N=N1.C(N(CC)C(C)C)(C)C.C(O)(=O)CC(CC(O)=O)(C(O)=O)O.C(=O)(O)[O-], predict the reaction product. The product is: [Br:1][C:2]1[CH:3]=[C:4]([CH2:7][NH:8][C:20]([C:16]2[C:15](=[O:23])[N:14]([CH2:13][C:12]3[CH:24]=[CH:25][C:26]([F:27])=[C:10]([F:9])[CH:11]=3)[CH:19]=[CH:18][CH:17]=2)=[O:21])[S:5][CH:6]=1. (4) Given the reactants [Cl:1][C:2]1[CH:3]=[C:4]([C:8]2[CH:9]=[C:10](Cl)[C:11]([C:14]#[N:15])=[N:12][CH:13]=2)[CH:5]=[CH:6][CH:7]=1.C[O-].[Na+].CO.CCCCCC.[C:28](OCC)(=[O:30])C, predict the reaction product. The product is: [Cl:1][C:2]1[CH:3]=[C:4]([C:8]2[CH:9]=[C:10]([O:30][CH3:28])[C:11]([C:14]#[N:15])=[N:12][CH:13]=2)[CH:5]=[CH:6][CH:7]=1. (5) Given the reactants C(CC1C=CC(C[CH2:10][CH2:11][NH:12][C:13]2[CH:18]=[C:17]([O:19][CH3:20])[CH:16]=[CH:15][C:14]=2[C@@H:21]2[CH2:30][CH2:29][C:28]3[CH:27]=[C:26]([O:31]C(=O)C(C)(C)C)[CH:25]=[CH:24][C:23]=3[CH2:22]2)=CC=1)(O)=O.[NH:40]1[CH2:45][CH2:44][CH2:43][CH2:42][CH2:41]1, predict the reaction product. The product is: [CH2:11]([N:12]([CH2:27][C:28]1[CH:29]=[CH:30][C:21]([CH2:14][CH2:13][N:40]2[CH2:45][CH2:44][CH2:43][CH2:42][CH2:41]2)=[CH:22][CH:23]=1)[C:13]1[CH:18]=[C:17]([O:19][CH3:20])[CH:16]=[CH:15][C:14]=1[C@@H:21]1[CH2:22][CH2:23][C:28]2[CH:27]=[C:26]([OH:31])[CH:25]=[CH:24][C:29]=2[CH2:30]1)[CH3:10]. (6) Given the reactants [NH2:1][C:2]1[CH:3]=[C:4]2[C:8](=[CH:9][CH:10]=1)[NH:7][C:6]([C:11]([O:13][CH2:14][CH3:15])=[O:12])=[CH:5]2.C(N(CC)CC)C.[CH3:23][C:24]([CH3:30])([CH3:29])[CH2:25][C:26](Cl)=[O:27].O, predict the reaction product. The product is: [CH3:23][C:24]([CH3:30])([CH3:29])[CH2:25][C:26]([NH:1][C:2]1[CH:3]=[C:4]2[C:8](=[CH:9][CH:10]=1)[NH:7][C:6]([C:11]([O:13][CH2:14][CH3:15])=[O:12])=[CH:5]2)=[O:27]. (7) Given the reactants CO[C:3]([CH2:5][C:6]([NH:8][C:9]1[CH:10]=[N:11][CH:12]=[CH:13][C:14]=1[C:15]([OH:17])=O)=[O:7])=O.[CH3:18][C:19]1[CH:24]=[CH:23][C:22]([NH2:25])=[C:21]([NH2:26])[CH:20]=1, predict the reaction product. The product is: [OH:17][C:15]1[C:14]2[C:9](=[CH:10][N:11]=[CH:12][CH:13]=2)[NH:8][C:6](=[O:7])[C:5]=1[C:3]1[NH:26][C:21]2[CH:20]=[C:19]([CH3:18])[CH:24]=[CH:23][C:22]=2[N:25]=1.